The task is: Regression. Given a peptide amino acid sequence and an MHC pseudo amino acid sequence, predict their binding affinity value. This is MHC class II binding data.. This data is from Peptide-MHC class II binding affinity with 134,281 pairs from IEDB. (1) The peptide sequence is TNTNPDQKCITALAS. The MHC is DRB1_0901 with pseudo-sequence DRB1_0901. The binding affinity (normalized) is 0. (2) The peptide sequence is SSNLSWLSLDVSAAF. The MHC is DRB1_1501 with pseudo-sequence DRB1_1501. The binding affinity (normalized) is 0.257. (3) The peptide sequence is IRYQTTATKSEHTGR. The MHC is DRB1_1101 with pseudo-sequence DRB1_1101. The binding affinity (normalized) is 0.274. (4) The peptide sequence is PFVDVGVSALLLAAGCW. The MHC is DRB1_1101 with pseudo-sequence DRB1_1101. The binding affinity (normalized) is 0.0995. (5) The peptide sequence is QTKIQYVIRAQLHVG. The MHC is HLA-DQA10501-DQB10302 with pseudo-sequence HLA-DQA10501-DQB10302. The binding affinity (normalized) is 0.448. (6) The peptide sequence is LGSQEGAMHTALTGA. The MHC is DRB1_0802 with pseudo-sequence DRB1_0802. The binding affinity (normalized) is 0.242.